The task is: Predict which catalyst facilitates the given reaction.. This data is from Catalyst prediction with 721,799 reactions and 888 catalyst types from USPTO. (1) Product: [F:1][C:2]1[CH:3]=[C:4]([C:37]2[C:38]([C:43]#[N:44])=[CH:39][CH:40]=[CH:41][CH:42]=2)[CH:5]=[CH:6][C:7]=1[CH2:8][C:9]1[C:10](=[O:36])[N:11]([CH:21]2[CH2:26][CH2:25][CH:24]([O:27][CH:28]([C:30]3([CH:34]([OH:35])[CH3:45])[CH2:31][CH2:32][CH2:33]3)[CH3:29])[CH2:23][CH2:22]2)[C:12]2[N:13]([N:18]=[CH:19][N:20]=2)[C:14]=1[CH2:15][CH2:16][CH3:17]. Reactant: [F:1][C:2]1[CH:3]=[C:4]([C:37]2[C:38]([C:43]#[N:44])=[CH:39][CH:40]=[CH:41][CH:42]=2)[CH:5]=[CH:6][C:7]=1[CH2:8][C:9]1[C:10](=[O:36])[N:11]([CH:21]2[CH2:26][CH2:25][CH:24]([O:27][CH:28]([C:30]3([CH:34]=[O:35])[CH2:33][CH2:32][CH2:31]3)[CH3:29])[CH2:23][CH2:22]2)[C:12]2[N:13]([N:18]=[CH:19][N:20]=2)[C:14]=1[CH2:15][CH2:16][CH3:17].[CH3:45][Mg]Br.Cl. The catalyst class is: 7. (2) Reactant: [C:1]([O:5][C:6]([N:8]1[CH:13]2[CH2:14][CH2:15][CH:9]1[CH2:10][CH:11]([CH:16]1[C:29]3[CH:28]=[CH:27][C:26]([C:30]#[N:31])=[CH:25][C:24]=3[O:23][C:22]3[C:17]1=[CH:18][CH:19]=[CH:20][CH:21]=3)[CH2:12]2)=[O:7])([CH3:4])([CH3:3])[CH3:2].Cl.NO.C(=O)([O-])[O-].[K+].[K+].Cl.[OH-:42].[NH4+:43]. Product: [C:1]([O:5][C:6]([N:8]1[CH:9]2[CH2:15][CH2:14][CH:13]1[CH2:12][CH:11]([CH:16]1[C:29]3[CH:28]=[CH:27][C:26]([C:30](=[NH:43])[NH:31][OH:42])=[CH:25][C:24]=3[O:23][C:22]3[C:17]1=[CH:18][CH:19]=[CH:20][CH:21]=3)[CH2:10]2)=[O:7])([CH3:4])([CH3:2])[CH3:3]. The catalyst class is: 40. (3) Reactant: [F:1][C:2]1[CH:26]=[CH:25][CH:24]=[CH:23][C:3]=1[O:4][CH2:5][C:6]1([C:19](OC)=[O:20])[CH2:11][CH2:10][N:9]([C:12]([O:14][C:15]([CH3:18])([CH3:17])[CH3:16])=[O:13])[CH2:8][CH2:7]1.[BH4-].[Li+]. Product: [F:1][C:2]1[CH:26]=[CH:25][CH:24]=[CH:23][C:3]=1[O:4][CH2:5][C:6]1([CH2:19][OH:20])[CH2:11][CH2:10][N:9]([C:12]([O:14][C:15]([CH3:16])([CH3:17])[CH3:18])=[O:13])[CH2:8][CH2:7]1. The catalyst class is: 7. (4) Reactant: C[O:2][C:3]([C:5]1[CH:6]=[C:7]2[C:12](=[CH:13][CH:14]=1)[NH:11][CH:10]([C:15]1[CH:20]=[CH:19][CH:18]=[CH:17][C:16]=1[CH2:21][CH3:22])[CH2:9][C:8]2([CH3:24])[CH3:23])=[O:4].[OH-].[Na+].Cl. Product: [CH2:21]([C:16]1[CH:17]=[CH:18][CH:19]=[CH:20][C:15]=1[CH:10]1[CH2:9][C:8]([CH3:24])([CH3:23])[C:7]2[C:12](=[CH:13][CH:14]=[C:5]([C:3]([OH:4])=[O:2])[CH:6]=2)[NH:11]1)[CH3:22]. The catalyst class is: 364. (5) Reactant: [CH3:1][O:2][C:3]1[CH:21]=[CH:20][C:6]([CH2:7][N:8]2[CH:12]=[CH:11][CH:10]=[C:9]2/[CH:13]=[CH:14]/[C:15]([O:17]CC)=[O:16])=[CH:5][CH:4]=1.[OH-].[Na+]. Product: [CH3:1][O:2][C:3]1[CH:21]=[CH:20][C:6]([CH2:7][N:8]2[CH:12]=[CH:11][CH:10]=[C:9]2/[CH:13]=[CH:14]/[C:15]([OH:17])=[O:16])=[CH:5][CH:4]=1. The catalyst class is: 8.